This data is from Peptide-MHC class II binding affinity with 134,281 pairs from IEDB. The task is: Regression. Given a peptide amino acid sequence and an MHC pseudo amino acid sequence, predict their binding affinity value. This is MHC class II binding data. (1) The peptide sequence is KLMNSPEFHLVFGNC. The MHC is HLA-DPA10301-DPB10402 with pseudo-sequence HLA-DPA10301-DPB10402. The binding affinity (normalized) is 0.324. (2) The peptide sequence is VNFYAWKRMEVGQQA. The MHC is DRB1_0101 with pseudo-sequence DRB1_0101. The binding affinity (normalized) is 0.514. (3) The peptide sequence is EFQVVNPHLLRVLTE. The MHC is DRB3_0101 with pseudo-sequence DRB3_0101. The binding affinity (normalized) is 0.476. (4) The peptide sequence is AASGADGTYDITKLG. The MHC is DRB1_1302 with pseudo-sequence DRB1_1302. The binding affinity (normalized) is 0.